This data is from Reaction yield outcomes from USPTO patents with 853,638 reactions. The task is: Predict the reaction yield, written as a fraction of the theoretical maximum amount of product (1.0 means a 100% yield; for example, 0.34 means a 34% yield). (1) The reactants are [C:12]([O:11][C:9](O[C:9]([O:11][C:12]([CH3:15])([CH3:14])[CH3:13])=[O:10])=[O:10])([CH3:15])([CH3:14])[CH3:13].[CH2:16]([N:23]1[CH:29]2[CH2:30][CH2:31][CH2:32][CH:24]1[CH2:25][NH:26][CH2:27][CH2:28]2)[C:17]1[CH:22]=[CH:21][CH:20]=[CH:19][CH:18]=1. The catalyst is C1COCC1.CCOCC. The product is [CH2:16]([N:23]1[CH:29]2[CH2:30][CH2:31][CH2:32][CH:24]1[CH2:25][N:26]([C:9]([O:11][C:12]([CH3:13])([CH3:14])[CH3:15])=[O:10])[CH2:27][CH2:28]2)[C:17]1[CH:18]=[CH:19][CH:20]=[CH:21][CH:22]=1. The yield is 0.800. (2) The reactants are [CH3:1][O:2][C:3]1[N:8]=[C:7]2[C:9]3([CH2:19][O:20][C:6]2=[CH:5][CH:4]=1)[C:17]1[C:12](=[CH:13][CH:14]=[CH:15][CH:16]=1)[NH:11][C:10]3=[O:18].N1C2=NC=CC=C2C2(C3C(=CC4OCCOC=4C=3)OC2)C1=O.Cl.Cl[CH2:45][C:46]1[C:51]([C:52]([F:55])([F:54])[F:53])=[CH:50][CH:49]=[CH:48][N:47]=1.Br.BrCC1C=CC=CN=1. No catalyst specified. The product is [CH3:1][O:2][C:3]1[N:8]=[C:7]2[C:9]3([CH2:19][O:20][C:6]2=[CH:5][CH:4]=1)[C:17]1[C:12](=[CH:13][CH:14]=[CH:15][CH:16]=1)[N:11]([CH2:45][C:46]1[C:51]([C:52]([F:54])([F:53])[F:55])=[CH:50][CH:49]=[CH:48][N:47]=1)[C:10]3=[O:18]. The yield is 0.760. (3) The product is [F:13][C:14]1[CH:19]=[CH:18][C:17]([C:20]2[N:31]=[CH:32][O:12][C:11]=2[C:9]2[CH:8]=[CH:7][C:5]3[N:6]=[C:2]([NH2:1])[S:3][C:4]=3[CH:10]=2)=[CH:16][CH:15]=1. The reactants are [NH2:1][C:2]1[S:3][C:4]2[CH:10]=[C:9]([CH:11]=[O:12])[CH:8]=[CH:7][C:5]=2[N:6]=1.[F:13][C:14]1[CH:19]=[CH:18][C:17]([CH:20]([N+:31]#[C-:32])S(C2C=CC(C)=CC=2)(=O)=O)=[CH:16][CH:15]=1.C([O-])([O-])=O.[K+].[K+]. The catalyst is CCO. The yield is 0.860. (4) The reactants are [Li][CH2:2][CH2:3][CH2:4][CH3:5].C([O:8][C:9](=[O:26])[CH:10]([C:15]1[CH:20]=[C:19](F)[C:18]([N+:22]([O-:24])=[O:23])=[CH:17][C:16]=1[F:25])[CH2:11][CH:12]([CH3:14])[CH3:13])C.O.[CH:28]1([CH2:31][OH:32])[CH2:30][CH2:29]1. No catalyst specified. The product is [CH:4]1([CH2:5][O:8][C:9](=[O:26])[CH:10]([C:15]2[CH:20]=[C:19]([O:32][CH2:31][CH:28]3[CH2:30][CH2:29]3)[C:18]([N+:22]([O-:24])=[O:23])=[CH:17][C:16]=2[F:25])[CH2:11][CH:12]([CH3:13])[CH3:14])[CH2:2][CH2:3]1. The yield is 0.810. (5) The reactants are Br[C:2]1[C:25](=[O:26])[O:24][C:5]2[C:6]3[C:21]([CH3:22])=[N:20][N:19]([CH3:23])[C:7]=3[N:8]([CH2:11][C:12]3[CH:17]=[CH:16][C:15]([F:18])=[CH:14][CH:13]=3)[C:9](=[O:10])[C:4]=2[C:3]=1[OH:27].[C:28]1([SH:34])[CH:33]=[CH:32][CH:31]=[CH:30][CH:29]=1.C(=O)([O-])[O-].[K+].[K+]. The catalyst is CN(C)C=O. The product is [F:18][C:15]1[CH:16]=[CH:17][C:12]([CH2:11][N:8]2[C:9](=[O:10])[C:4]3[C:3]([OH:27])=[C:2]([S:34][C:28]4[CH:33]=[CH:32][CH:31]=[CH:30][CH:29]=4)[C:25](=[O:26])[O:24][C:5]=3[C:6]3[C:21]([CH3:22])=[N:20][N:19]([CH3:23])[C:7]2=3)=[CH:13][CH:14]=1. The yield is 0.780. (6) The reactants are [Cl:1][C:2]1[CH:3]=[C:4]([NH:9][C:10]2[C:19]3[C:14](=[CH:15][CH:16]=[C:17]([C:20]4[O:21][C:22]([CH:25]=O)=[CH:23][CH:24]=4)[CH:18]=3)[N:13]=[CH:12][N:11]=2)[CH:5]=[CH:6][C:7]=1[F:8].[C:27]1([CH2:33][CH2:34][NH2:35])[CH2:32][CH2:31][CH2:30][CH2:29][CH:28]=1.C(O[BH-](OC(=O)C)OC(=O)C)(=O)C.[Na+]. The catalyst is O1CCCC1.CN(C=O)C. The product is [Cl:1][C:2]1[CH:3]=[C:4]([NH:9][C:10]2[C:19]3[C:14](=[CH:15][CH:16]=[C:17]([C:20]4[O:21][C:22]([CH2:25][NH:35][CH2:34][CH2:33][C:27]5[CH2:32][CH2:31][CH2:30][CH2:29][CH:28]=5)=[CH:23][CH:24]=4)[CH:18]=3)[N:13]=[CH:12][N:11]=2)[CH:5]=[CH:6][C:7]=1[F:8]. The yield is 0.566.